This data is from Catalyst prediction with 721,799 reactions and 888 catalyst types from USPTO. The task is: Predict which catalyst facilitates the given reaction. (1) Reactant: Cl.[C:2]1([C@@H:8]2[CH2:10][C@H:9]2[CH2:11][NH2:12])[CH:7]=[CH:6][CH:5]=[CH:4][CH:3]=1.[CH:13](=O)[C:14]1[CH:19]=[CH:18][CH:17]=[CH:16][CH:15]=1.C([BH3-])#N.[Na+]. Product: [CH2:13]([NH:12][CH2:11][C@@H:9]1[CH2:10][C@H:8]1[C:2]1[CH:7]=[CH:6][CH:5]=[CH:4][CH:3]=1)[C:14]1[CH:19]=[CH:18][CH:17]=[CH:16][CH:15]=1. The catalyst class is: 5. (2) Reactant: [OH:1][C:2]1[C:11]([C:12]([O:14][CH2:15][CH3:16])=[O:13])=[C:10]([C:17]([O:19][CH2:20][CH3:21])=[O:18])[C:9]([OH:22])=[C:8]2[C:3]=1[CH:4]=[CH:5][CH:6]=[N:7]2.FC(F)(F)S(O[CH2:29][C:30]([F:33])([F:32])[F:31])(=O)=O.C([O-])([O-])=O.[K+].[K+].[NH4+].[Cl-]. Product: [F:31][C:30]([F:33])([F:32])[CH2:29][O:1][C:2]1[C:11]([C:12]([O:14][CH2:15][CH3:16])=[O:13])=[C:10]([C:17]([O:19][CH2:20][CH3:21])=[O:18])[C:9]([O:22][CH2:29][C:30]([F:31])([F:32])[F:33])=[C:8]2[C:3]=1[CH:4]=[CH:5][CH:6]=[N:7]2. The catalyst class is: 3. (3) Reactant: [CH2:1]([O:8][CH2:9][C@@H:10]1[CH2:13][C@H:12]([OH:14])[CH2:11]1)[C:2]1[CH:7]=[CH:6][CH:5]=[CH:4][CH:3]=1.[H-].[Na+].I[CH3:18]. Product: [CH3:18][O:14][C@@H:12]1[CH2:13][C@H:10]([CH2:9][O:8][CH2:1][C:2]2[CH:7]=[CH:6][CH:5]=[CH:4][CH:3]=2)[CH2:11]1. The catalyst class is: 1. (4) The catalyst class is: 3. Reactant: [OH:1][CH:2]([C:24]1[C:33]2[C:28](=[CH:29][CH:30]=[C:31]([O:34][CH3:35])[CH:32]=2)[N:27]=[CH:26][CH:25]=1)[CH2:3][CH2:4][C@@H:5]1[CH2:10][CH2:9][N:8]([CH:11]2[CH2:14][CH:13]([C:15]3[CH:20]=[CH:19][CH:18]=[CH:17][CH:16]=3)[CH2:12]2)[CH2:7][C@@H:6]1[C:21](O)=[O:22].F[P-](F)(F)(F)(F)F.Br[P+](N1CCCC1)(N1CCCC1)[N:45]1CCCC1.OC1C2N=NNC=2C=CC=1.C(N(CC)CC)C.[NH4+].[Cl-]. Product: [OH:1][CH:2]([C:24]1[C:33]2[C:28](=[CH:29][CH:30]=[C:31]([O:34][CH3:35])[CH:32]=2)[N:27]=[CH:26][CH:25]=1)[CH2:3][CH2:4][C@@H:5]1[CH2:10][CH2:9][N:8]([CH:11]2[CH2:14][CH:13]([C:15]3[CH:16]=[CH:17][CH:18]=[CH:19][CH:20]=3)[CH2:12]2)[CH2:7][C@@H:6]1[C:21]([NH2:45])=[O:22]. (5) The catalyst class is: 8. Reactant: CO[C:3]([C@@H:5]1[CH2:10][CH2:9][CH2:8][CH2:7][C@@H:6]1[N:11]([CH2:32][C:33]1[CH:38]=[CH:37][C:36]([F:39])=[CH:35][CH:34]=1)[C:12](=[O:31])[CH2:13][C:14]1[NH:19][C:18]2[CH:20]=[CH:21][C:22]([NH:24][S:25]([CH3:28])(=[O:27])=[O:26])=[CH:23][C:17]=2[S:16](=[O:30])(=[O:29])[N:15]=1)=[O:4].[O-]CC.[Na+].Cl. Product: [F:39][C:36]1[CH:35]=[CH:34][C:33]([CH2:32][N:11]2[C@@H:6]3[C@@H:5]([CH2:10][CH2:9][CH2:8][CH2:7]3)[C:3]([OH:4])=[C:13]([C:14]3[NH:19][C:18]4[CH:20]=[CH:21][C:22]([NH:24][S:25]([CH3:28])(=[O:26])=[O:27])=[CH:23][C:17]=4[S:16](=[O:30])(=[O:29])[N:15]=3)[C:12]2=[O:31])=[CH:38][CH:37]=1. (6) Reactant: Cl[CH2:2][C:3]([C:5]1[CH:15]=[CH:14][C:8]([CH2:9][O:10][C:11](=[O:13])[CH3:12])=[CH:7][C:6]=1[OH:16])=[O:4].C([O-])(=O)C.[Na+]. Product: [O:4]=[C:3]1[C:5]2[CH:15]=[CH:14][C:8]([CH2:9][O:10][C:11](=[O:13])[CH3:12])=[CH:7][C:6]=2[O:16][CH2:2]1. The catalyst class is: 5. (7) Reactant: [C:1](=[S:4])([NH2:3])[CH3:2].Br[CH2:6][C:7](=O)[C:8]([O:10][CH2:11][CH3:12])=[O:9].C(OCC)(=O)C.O. Product: [CH3:2][C:1]1[S:4][CH:6]=[C:7]([C:8]([O:10][CH2:11][CH3:12])=[O:9])[N:3]=1. The catalyst class is: 8. (8) Reactant: [C:1]([C:5]1[CH:10]=[C:9]([CH3:11])[CH:8]=[C:7]([C:12]([CH3:15])([CH3:14])[CH3:13])[C:6]=1[OH:16])([CH3:4])([CH3:3])[CH3:2].[Br:17]N1C(=O)CCC1=O.C(OOC(=O)C1C=CC=CC=1)(=O)C1C=CC=CC=1. Product: [C:12]([C:7]1[CH:8]=[C:9]([CH2:11][Br:17])[CH:10]=[C:5]([C:1]([CH3:4])([CH3:3])[CH3:2])[C:6]=1[OH:16])([CH3:15])([CH3:14])[CH3:13]. The catalyst class is: 717. (9) Reactant: [CH:1]([NH:4][CH:5]([CH3:7])[CH3:6])([CH3:3])[CH3:2].[Li].C([Li:13])CCC.[N:14]12[CH2:21][CH2:20][CH:17]([CH2:18][CH2:19]1)[CH2:16][CH:15]2[C:22]([O:24][CH2:25][CH3:26])=[O:23].[N+:27]([CH:30]=[CH2:31])([O-:29])=[O:28]. Product: [CH:1]([N-:4][CH:5]([CH3:7])[CH3:6])([CH3:3])[CH3:2].[Li+:13].[N+:27]([CH2:30][CH2:31][C:15]1([C:22]([O:24][CH2:25][CH3:26])=[O:23])[CH2:16][CH:17]2[CH2:20][CH2:21][N:14]1[CH2:19][CH2:18]2)([O-:29])=[O:28]. The catalyst class is: 1. (10) The catalyst class is: 4. Reactant: [C:1]([O:5][C:6]([N:8]1[CH2:11][CH:10]([C:12]([OH:14])=O)[CH2:9]1)=[O:7])([CH3:4])([CH3:3])[CH3:2].C(N1C=CN=C1)(N1C=CN=C1)=O.O.[NH2:28][NH2:29]. Product: [C:1]([O:5][C:6]([N:8]1[CH2:11][CH:10]([C:12]([NH:28][NH2:29])=[O:14])[CH2:9]1)=[O:7])([CH3:4])([CH3:3])[CH3:2].